Dataset: Reaction yield outcomes from USPTO patents with 853,638 reactions. Task: Predict the reaction yield, written as a fraction of the theoretical maximum amount of product (1.0 means a 100% yield; for example, 0.34 means a 34% yield). (1) The reactants are [N:1]12[CH2:8][CH2:7][C:4]([C:9]([C:17]3[CH:22]=[CH:21][CH:20]=[CH:19][CH:18]=3)([C:11]3[CH:16]=[CH:15][CH:14]=[CH:13][CH:12]=3)[OH:10])([CH2:5][CH2:6]1)[CH2:3][CH2:2]2.[C:23]1([CH2:29][O:30][CH2:31][CH2:32][CH2:33][CH2:34][Br:35])[CH:28]=[CH:27][CH:26]=[CH:25][CH:24]=1. The catalyst is CC#N. The product is [Br-:35].[OH:10][C:9]([C:17]1[CH:22]=[CH:21][CH:20]=[CH:19][CH:18]=1)([C:11]1[CH:12]=[CH:13][CH:14]=[CH:15][CH:16]=1)[C:4]12[CH2:5][CH2:6][N+:1]([CH2:34][CH2:33][CH2:32][CH2:31][O:30][CH2:29][C:23]3[CH:28]=[CH:27][CH:26]=[CH:25][CH:24]=3)([CH2:2][CH2:3]1)[CH2:8][CH2:7]2. The yield is 0.483. (2) The reactants are [C:1]([O:5][C:6](=[O:18])[CH2:7][C@H:8]([CH2:12][C@H:13]([CH3:17])[CH2:14][CH2:15][CH3:16])[C:9](O)=[O:10])([CH3:4])([CH3:3])[CH3:2]. The catalyst is C1COCC1.[Cl-].[Na+].O. The product is [C:1]([O:5][C:6](=[O:18])[CH2:7][C@@H:8]([CH2:9][OH:10])[CH2:12][C@H:13]([CH3:17])[CH2:14][CH2:15][CH3:16])([CH3:2])([CH3:4])[CH3:3]. The yield is 0.590. (3) The reactants are [CH3:1][C@H:2]1[CH2:7][CH2:6][CH2:5][CH2:4][N:3]1[C:8]1[N:12]2[CH:13]=[C:14]([O:17][C@H:18]3[C:27]4[C:22](=[CH:23][CH:24]=[CH:25][CH:26]=4)[C@@H:21]([NH2:28])[CH2:20][CH2:19]3)[CH:15]=[CH:16][C:11]2=[N:10][N:9]=1.ClC(Cl)(Cl)C[O:32][C:33](=O)[NH:34][C:35]1[N:39]([C:40]2[CH:41]=[N:42][N:43]([CH2:45][CH2:46][O:47][CH:48]3[CH2:53][CH2:52][CH2:51][CH2:50][O:49]3)[CH:44]=2)[N:38]=[C:37]([C:54]([CH3:57])([CH3:56])[CH3:55])[CH:36]=1.CCN(C(C)C)C(C)C. The catalyst is O1CCOCC1. The product is [C:54]([C:37]1[CH:36]=[C:35]([NH:34][C:33]([NH:28][C@@H:21]2[C:22]3[C:27](=[CH:26][CH:25]=[CH:24][CH:23]=3)[C@H:18]([O:17][C:14]3[CH:15]=[CH:16][C:11]4[N:12]([C:8]([N:3]5[CH2:4][CH2:5][CH2:6][CH2:7][C@@H:2]5[CH3:1])=[N:9][N:10]=4)[CH:13]=3)[CH2:19][CH2:20]2)=[O:32])[N:39]([C:40]2[CH:41]=[N:42][N:43]([CH2:45][CH2:46][O:47][CH:48]3[CH2:53][CH2:52][CH2:51][CH2:50][O:49]3)[CH:44]=2)[N:38]=1)([CH3:57])([CH3:55])[CH3:56]. The yield is 0.800. (4) The reactants are [C:1]([OH:11])(=[O:10])[CH:2]([C:4]1[CH:9]=[CH:8][CH:7]=[CH:6][CH:5]=1)O.[C:12]1([CH3:19])[CH:17]=[CH:16][CH:15]=[C:14]([CH3:18])[CH:13]=1.Cl[Sn](Cl)(Cl)Cl. The catalyst is O. The product is [CH3:19][C:12]1[CH:13]=[C:14]([CH3:18])[CH:15]=[CH:16][C:17]=1[CH:2]([C:4]1[CH:9]=[CH:8][CH:7]=[CH:6][CH:5]=1)[C:1]([OH:11])=[O:10]. The yield is 0.396. (5) The reactants are [CH3:1][N:2]([CH2:4][CH:5]([C:14]1([OH:20])[CH2:19][CH2:18][CH2:17][CH2:16][CH2:15]1)[C:6]1[CH:7]=[CH:8][C:9]([O:12][CH3:13])=[CH:10][CH:11]=1)[CH3:3].C(O)(=O)C.C[Si](C)(C)[Cl:27]. The catalyst is CC(C)=O. The product is [CH3:1][N:2]([CH2:4][CH:5]([C:14]1([OH:20])[CH2:19][CH2:18][CH2:17][CH2:16][CH2:15]1)[C:6]1[CH:7]=[CH:8][C:9]([O:12][CH3:13])=[CH:10][CH:11]=1)[CH3:3].[ClH:27]. The yield is 0.826. (6) The reactants are C(Cl)(=O)C(Cl)=O.CS(C)=O.[CH2:11]([O:18][C:19]([N:21]1[CH2:26][CH2:25][CH:24]([CH2:27][OH:28])[CH2:23][CH2:22]1)=[O:20])[C:12]1[CH:17]=[CH:16][CH:15]=[CH:14][CH:13]=1.C(N(CC)CC)C. The catalyst is ClCCl. The product is [CH2:11]([O:18][C:19]([N:21]1[CH2:26][CH2:25][CH:24]([CH:27]=[O:28])[CH2:23][CH2:22]1)=[O:20])[C:12]1[CH:17]=[CH:16][CH:15]=[CH:14][CH:13]=1. The yield is 1.00. (7) The reactants are C[O:2][C:3](=O)[C:4]1[CH:9]=[CH:8][C:7]([C:10]2[O:11][CH:12]=[CH:13][N:14]=2)=[CH:6][CH:5]=1.CC(C[AlH]CC(C)C)C. The catalyst is C(Cl)Cl. The product is [O:11]1[CH:12]=[CH:13][N:14]=[C:10]1[C:7]1[CH:6]=[CH:5][C:4]([CH2:3][OH:2])=[CH:9][CH:8]=1. The yield is 0.890.